This data is from Forward reaction prediction with 1.9M reactions from USPTO patents (1976-2016). The task is: Predict the product of the given reaction. (1) Given the reactants [CH3:1][O:2][C:3]1[CH:12]=[CH:11][C:10]2[C:5](=[C:6]([CH:13]=[CH2:14])[CH:7]=[CH:8][N:9]=2)[N:4]=1.Cl.[CH3:16][NH2:17].CC(O)=O, predict the reaction product. The product is: [CH3:1][O:2][C:3]1[N:4]=[C:5]2[C:10](=[CH:11][CH:12]=1)[N:9]=[CH:8][CH:7]=[C:6]2[CH2:13][CH2:14][NH:17][CH3:16]. (2) Given the reactants [OH-].[Na+].C[O:4][C:5](=[O:41])[CH2:6][C:7]1[CH:8]=[N:9][CH:10]=[C:11]([C:13]2[CH:18]=[CH:17][C:16]([C:19]([CH2:38][CH3:39])([C:22]3[CH:27]=[CH:26][C:25](/[CH:28]=[CH:29]/[C:30]4([OH:36])[CH2:35][CH2:34][O:33][CH2:32][CH2:31]4)=[C:24]([CH3:37])[CH:23]=3)[CH2:20][CH3:21])=[CH:15][C:14]=2[CH3:40])[CH:12]=1, predict the reaction product. The product is: [CH2:20]([C:19]([C:16]1[CH:17]=[CH:18][C:13]([C:11]2[CH:12]=[C:7]([CH2:6][C:5]([OH:41])=[O:4])[CH:8]=[N:9][CH:10]=2)=[C:14]([CH3:40])[CH:15]=1)([C:22]1[CH:27]=[CH:26][C:25](/[CH:28]=[CH:29]/[C:30]2([OH:36])[CH2:31][CH2:32][O:33][CH2:34][CH2:35]2)=[C:24]([CH3:37])[CH:23]=1)[CH2:38][CH3:39])[CH3:21]. (3) Given the reactants [CH3:1][O:2][N:3]=[C:4]([CH2:16][O:17][C:18]1[CH:23]=[CH:22][CH:21]=[C:20]([C:24]([F:27])([F:26])[F:25])[CH:19]=1)[CH2:5][N:6]1[C:10]2[CH:11]=[CH:12][C:13]([NH2:15])=[CH:14][C:9]=2[N:8]=[CH:7]1, predict the reaction product. The product is: [CH2:5]([N:6]([CH3:10])[CH:7]=[N:15][C:13]1[CH:12]=[CH:11][C:10]2[N:6]([CH2:5][C:4](=[N:3][O:2][CH3:1])[CH2:16][O:17][C:18]3[CH:23]=[CH:22][CH:21]=[C:20]([C:24]([F:27])([F:25])[F:26])[CH:19]=3)[CH:7]=[N:8][C:9]=2[CH:14]=1)[CH3:4]. (4) Given the reactants [O-]CC.[Na+].[CH3:5][C:6]([SH:9])([CH3:8])[CH3:7].Cl[C:11]1[CH:18]=[CH:17][C:14]([C:15]#[N:16])=[CH:13][N:12]=1.C([O-])(O)=O.[Na+], predict the reaction product. The product is: [C:6]([S:9][C:11]1[CH:18]=[CH:17][C:14]([C:15]#[N:16])=[CH:13][N:12]=1)([CH3:8])([CH3:7])[CH3:5]. (5) Given the reactants [OH:1][C:2]1[CH:11]=[C:10]2[C:5]([C:6](=[O:23])[C:7]([CH3:22])=[C:8]([CH:12]3[CH2:17][CH2:16][N:15]([C:18](=[O:21])[CH2:19][CH3:20])[CH2:14][CH2:13]3)[O:9]2)=[CH:4][CH:3]=1.C1N2CN3CN(C2)CN1C3.[C:34](O)(=[O:36])C, predict the reaction product. The product is: [OH:1][C:2]1[C:11]([CH:34]=[O:36])=[C:10]2[C:5]([C:6](=[O:23])[C:7]([CH3:22])=[C:8]([CH:12]3[CH2:17][CH2:16][N:15]([C:18](=[O:21])[CH2:19][CH3:20])[CH2:14][CH2:13]3)[O:9]2)=[CH:4][CH:3]=1. (6) Given the reactants Br[C:2]1[CH:7]=[CH:6][C:5]([CH:8]2[O:13][CH2:12][CH2:11][N:10]([C:14]([O:16][C:17]([CH3:20])([CH3:19])[CH3:18])=[O:15])[CH2:9]2)=[CH:4][C:3]=1[Cl:21].[C:22](=[NH:35])([C:29]1[CH:34]=[CH:33][CH:32]=[CH:31][CH:30]=1)[C:23]1[CH:28]=[CH:27][CH:26]=[CH:25][CH:24]=1.CC(C)([O-])C.[Na+], predict the reaction product. The product is: [Cl:21][C:3]1[CH:4]=[C:5]([CH:8]2[O:13][CH2:12][CH2:11][N:10]([C:14]([O:16][C:17]([CH3:20])([CH3:19])[CH3:18])=[O:15])[CH2:9]2)[CH:6]=[CH:7][C:2]=1[N:35]=[C:22]([C:23]1[CH:28]=[CH:27][CH:26]=[CH:25][CH:24]=1)[C:29]1[CH:34]=[CH:33][CH:32]=[CH:31][CH:30]=1.